This data is from Full USPTO retrosynthesis dataset with 1.9M reactions from patents (1976-2016). The task is: Predict the reactants needed to synthesize the given product. (1) Given the product [CH2:22]([O:12][C:11](=[O:13])[C:10](=[O:14])[CH2:9][C:8]([C:4]1[CH:5]=[CH:6][CH:7]=[C:2]([F:1])[CH:3]=1)([CH3:16])[CH3:15])[CH3:23], predict the reactants needed to synthesize it. The reactants are: [F:1][C:2]1[CH:3]=[C:4]([C:8]([CH3:16])([CH3:15])[CH2:9][C:10](=[O:14])[C:11]([OH:13])=[O:12])[CH:5]=[CH:6][CH:7]=1.S(=O)(=O)(O)O.[CH2:22](O)[CH3:23]. (2) Given the product [CH:1]1([CH:4]2[CH:9]([C:10]3[NH:11][C:12]([C:15]4[CH:16]=[CH:17][C:18]([NH:21][C:22]([O:24][CH3:25])=[O:23])=[CH:19][CH:20]=4)=[CH:13][N:14]=3)[NH:8][CH2:7][CH:6]([CH:36]3[CH2:41][CH2:40][N:39]([C:42]([O:44][C:45]([CH3:48])([CH3:47])[CH3:46])=[O:43])[CH2:38][CH2:37]3)[CH2:5]2)[CH2:3][CH2:2]1, predict the reactants needed to synthesize it. The reactants are: [CH:1]1([CH:4]2[CH:9]([C:10]3[NH:11][C:12]([C:15]4[CH:20]=[CH:19][C:18]([NH:21][C:22]([O:24][CH3:25])=[O:23])=[CH:17][CH:16]=4)=[CH:13][N:14]=3)[N:8](C(OCC3C=CC=CC=3)=O)[CH2:7][CH:6]([CH:36]3[CH2:41][CH2:40][N:39]([C:42]([O:44][C:45]([CH3:48])([CH3:47])[CH3:46])=[O:43])[CH2:38][CH2:37]3)[CH2:5]2)[CH2:3][CH2:2]1. (3) Given the product [CH2:19]1[C:27]2[C:22](=[CH:23][C:24]([O:1][CH2:2][CH2:3][CH2:4][C:5]3[C:13]4[C:8](=[CH:9][CH:10]=[CH:11][CH:12]=4)[NH:7][C:6]=3[C:14]([O:16][CH2:17][CH3:18])=[O:15])=[CH:25][CH:26]=2)[CH2:21][CH2:20]1, predict the reactants needed to synthesize it. The reactants are: [OH:1][CH2:2][CH2:3][CH2:4][C:5]1[C:13]2[C:8](=[CH:9][CH:10]=[CH:11][CH:12]=2)[NH:7][C:6]=1[C:14]([O:16][CH2:17][CH3:18])=[O:15].[CH2:19]1[C:27]2[C:22](=[CH:23][C:24](O)=[CH:25][CH:26]=2)[CH2:21][CH2:20]1. (4) Given the product [CH2:8]([O:10][C:11]([C:13]1[CH:18]=[CH:17][C:16]([CH2:1][CH2:2][CH2:3][CH2:4][CH3:5])=[CH:15][N:14]=1)=[O:12])[CH3:9], predict the reactants needed to synthesize it. The reactants are: [CH2:1]([Mg]Br)[CH2:2][CH2:3][CH2:4][CH3:5].[CH2:8]([O:10][C:11]([C:13]1[CH:18]=[CH:17][C:16](Cl)=[CH:15][N:14]=1)=[O:12])[CH3:9].Cl. (5) Given the product [F:1][C:2]([F:7])([F:6])[C:3](=[N:16][N:15]=[C:10]1[C:9]([Cl:8])=[CH:14][CH:13]=[CH:12][NH:11]1)[CH3:5], predict the reactants needed to synthesize it. The reactants are: [F:1][C:2]([F:7])([F:6])[C:3]([CH3:5])=O.[Cl:8][C:9]1[C:10]([NH:15][NH2:16])=[N:11][CH:12]=[CH:13][CH:14]=1. (6) Given the product [NH2:24][C:20]1([C:17]2[CH:16]=[CH:15][C:14]([C:12]3[O:13][C:7]4[N:6]=[CH:5][N:4]([CH2:3][C:1]#[N:2])[C:9](=[O:10])[C:8]=4[C:11]=3[C:32]3[CH:33]=[CH:34][CH:35]=[CH:36][CH:37]=3)=[CH:19][CH:18]=2)[CH2:21][CH2:22][CH2:23]1, predict the reactants needed to synthesize it. The reactants are: [C:1]([CH2:3][N:4]1[C:9](=[O:10])[C:8]2[C:11]([C:32]3[CH:37]=[CH:36][CH:35]=[CH:34][CH:33]=3)=[C:12]([C:14]3[CH:19]=[CH:18][C:17]([C:20]4([NH:24]C(=O)OC(C)(C)C)[CH2:23][CH2:22][CH2:21]4)=[CH:16][CH:15]=3)[O:13][C:7]=2[N:6]=[CH:5]1)#[N:2].CO.N.CO. (7) Given the product [ClH:25].[F:15][C:10]1[CH:11]=[C:12]2[C:7](=[C:8]([N:16]3[CH2:17][CH2:18][N:19]([CH3:22])[CH2:20][CH2:21]3)[CH:9]=1)[O:6][CH:5]([C:3]([OH:4])=[O:2])[CH2:14][CH2:13]2, predict the reactants needed to synthesize it. The reactants are: C[O:2][C:3]([CH:5]1[CH2:14][CH2:13][C:12]2[C:7](=[C:8]([N:16]3[CH2:21][CH2:20][N:19]([CH3:22])[CH2:18][CH2:17]3)[CH:9]=[C:10]([F:15])[CH:11]=2)[O:6]1)=[O:4].[OH-].[Li+].[ClH:25].C(#N)C.